Dataset: Forward reaction prediction with 1.9M reactions from USPTO patents (1976-2016). Task: Predict the product of the given reaction. (1) Given the reactants [Br:1][C:2]1[CH:3]=[C:4]([SH:8])[CH:5]=[CH:6][CH:7]=1.C(=O)([O-])[O-].[K+].[K+].Br[CH:16]([CH3:20])[C:17]([NH2:19])=[O:18].O, predict the reaction product. The product is: [Br:1][C:2]1[CH:3]=[C:4]([S:8][CH:16]([CH3:20])[C:17]([NH2:19])=[O:18])[CH:5]=[CH:6][CH:7]=1. (2) Given the reactants [OH-].[Na+].[Cl:3][C:4]1[CH:5]=[C:6]([CH2:25][C:26]([O:28]C)=[O:27])[CH:7]=[CH:8][C:9]=1[NH:10][C:11]([C:13]1[C:21]2[C:16](=[CH:17][CH:18]=[CH:19][CH:20]=2)[N:15]([CH:22]([CH3:24])[CH3:23])[CH:14]=1)=[O:12], predict the reaction product. The product is: [Cl:3][C:4]1[CH:5]=[C:6]([CH2:25][C:26]([OH:28])=[O:27])[CH:7]=[CH:8][C:9]=1[NH:10][C:11]([C:13]1[C:21]2[C:16](=[CH:17][CH:18]=[CH:19][CH:20]=2)[N:15]([CH:22]([CH3:23])[CH3:24])[CH:14]=1)=[O:12]. (3) Given the reactants [C:1]([C:3]1[C:8]([C:9]2[CH:14]=[CH:13][CH:12]=[C:11](C=O)[CH:10]=2)=[CH:7][C:6]([CH2:17][NH:18][C:19]([C:21]2[CH:26]=[CH:25][CH:24]=[C:23]([C:27]([NH:29][CH2:30][C:31]3[C:32]([NH:44][CH:45]4[CH2:50][CH2:49][O:48][CH2:47][CH2:46]4)=[C:33]4[CH:41]=[N:40][N:39]([CH2:42][CH3:43])[C:34]4=[N:35][C:36]=3[CH2:37][CH3:38])=[O:28])[CH:22]=2)=[O:20])=[CH:5][CH:4]=1)#[N:2].[CH3:51][N:52]1[CH2:57][CH2:56][NH:55][CH2:54][CH2:53]1.[C:58](O[BH-](OC(=O)C)OC(=O)C)(=O)C.[Na+].CC(O)=O, predict the reaction product. The product is: [C:1]([C:3]1[C:8]([C:9]2[CH:10]=[CH:11][CH:12]=[C:13]([CH2:51][N:52]3[CH2:57][CH2:56][N:55]([CH3:58])[CH2:54][CH2:53]3)[CH:14]=2)=[CH:7][C:6]([CH2:17][NH:18][C:19]([C:21]2[CH:26]=[CH:25][CH:24]=[C:23]([C:27]([NH:29][CH2:30][C:31]3[C:32]([NH:44][CH:45]4[CH2:50][CH2:49][O:48][CH2:47][CH2:46]4)=[C:33]4[CH:41]=[N:40][N:39]([CH2:42][CH3:43])[C:34]4=[N:35][C:36]=3[CH2:37][CH3:38])=[O:28])[CH:22]=2)=[O:20])=[CH:5][CH:4]=1)#[N:2]. (4) Given the reactants Cl[C:2]1[N:3]([CH2:18][CH2:19][CH3:20])[C:4](=[O:17])[C:5]2[NH:6][C:7]([C:11]3[CH:12]=[N:13][N:14]([CH3:16])[CH:15]=3)=[N:8][C:9]=2[N:10]=1.[CH3:21][O:22][C:23]1[CH:28]=[CH:27][C:26]([NH2:29])=[CH:25][CH:24]=1, predict the reaction product. The product is: [CH3:21][O:22][C:23]1[CH:28]=[CH:27][C:26]([NH:29][C:2]2[N:3]([CH2:18][CH2:19][CH3:20])[C:4](=[O:17])[C:5]3[NH:6][C:7]([C:11]4[CH:12]=[N:13][N:14]([CH3:16])[CH:15]=4)=[N:8][C:9]=3[N:10]=2)=[CH:25][CH:24]=1. (5) Given the reactants Br[C:2]1[N:3]=[CH:4][C:5]2[N:6]([C:8]([CH2:18][OH:19])=[C:9]([C:11]3[CH:16]=[CH:15][C:14]([Cl:17])=[CH:13][CH:12]=3)[N:10]=2)[CH:7]=1.[NH3:20], predict the reaction product. The product is: [NH2:20][C:2]1[N:3]=[CH:4][C:5]2[N:6]([C:8]([CH2:18][OH:19])=[C:9]([C:11]3[CH:16]=[CH:15][C:14]([Cl:17])=[CH:13][CH:12]=3)[N:10]=2)[CH:7]=1. (6) Given the reactants [CH2:1]([N:8]1[CH2:12][CH2:11][C:10](=[CH:13][C:14]([O:16][CH3:17])=[O:15])[CH2:9]1)[C:2]1[CH:7]=[CH:6][CH:5]=[CH:4][CH:3]=1.N12CCCN=C1CCCCC2.[N+:29]([CH3:32])([O-:31])=[O:30], predict the reaction product. The product is: [CH2:1]([N:8]1[CH2:12][CH2:11][C:10]([CH2:13][C:14]([O:16][CH3:17])=[O:15])([CH2:32][N+:29]([O-:31])=[O:30])[CH2:9]1)[C:2]1[CH:3]=[CH:4][CH:5]=[CH:6][CH:7]=1. (7) Given the reactants Br[C:2]1[CH:11]=[CH:10][CH:9]=[C:8]2[C:3]=1[CH2:4][CH2:5][O:6][C:7]2([C:13]1[NH:14][CH2:15][CH2:16][N:17]=1)C.C(=O)([O-])[O-].[Na+].[Na+].[CH:24]1(B(O)O)[CH2:26][CH2:25]1.O, predict the reaction product. The product is: [CH:24]1([C:2]2[CH:11]=[CH:10][CH:9]=[C:8]3[C:3]=2[CH2:4][CH2:5][O:6][CH:7]3[C:13]2[NH:14][CH2:15][CH2:16][N:17]=2)[CH2:26][CH2:25]1.